Task: Regression. Given a peptide amino acid sequence and an MHC pseudo amino acid sequence, predict their binding affinity value. This is MHC class I binding data.. Dataset: Peptide-MHC class I binding affinity with 185,985 pairs from IEDB/IMGT The peptide sequence is SLMSIISTFH. The MHC is HLA-A11:01 with pseudo-sequence HLA-A11:01. The binding affinity (normalized) is 0.285.